From a dataset of Peptide-MHC class I binding affinity with 185,985 pairs from IEDB/IMGT. Regression. Given a peptide amino acid sequence and an MHC pseudo amino acid sequence, predict their binding affinity value. This is MHC class I binding data. (1) The peptide sequence is AVANCVRNL. The MHC is HLA-A02:03 with pseudo-sequence HLA-A02:03. The binding affinity (normalized) is 0.336. (2) The peptide sequence is QMRDVLGTF. The MHC is HLA-B27:05 with pseudo-sequence HLA-B27:05. The binding affinity (normalized) is 0.0847. (3) The peptide sequence is LLYKQLNFT. The MHC is HLA-B58:01 with pseudo-sequence HLA-B58:01. The binding affinity (normalized) is 0.0847.